Dataset: Full USPTO retrosynthesis dataset with 1.9M reactions from patents (1976-2016). Task: Predict the reactants needed to synthesize the given product. (1) Given the product [CH3:21][O:20][C:18]([NH:2][C@H:3]([C:8]([N:10]1[CH2:14][CH2:13][CH2:12][C@H:11]1[C:15]#[N:16])=[O:9])[C@H:4]([CH2:6][CH3:7])[CH3:5])=[O:19], predict the reactants needed to synthesize it. The reactants are: Cl.[NH2:2][C@H:3]([C:8]([N:10]1[CH2:14][CH2:13][CH2:12][C@H:11]1[C:15]#[N:16])=[O:9])[C@H:4]([CH2:6][CH3:7])[CH3:5].Cl[C:18]([O:20][CH3:21])=[O:19].C(N(CC)CC)C. (2) The reactants are: O(P([CH2:17][C:18]([O:20][C:21]([CH3:24])([CH3:23])[CH3:22])=[O:19])(OC1C=CC=CC=1)=O)C1C=CC=CC=1.[H-].[Na+].[Br:27][C:28]1[CH:29]=[C:30]([CH:35]=[C:36]([Br:40])[C:37]=1[CH:38]=O)[C:31]([O:33][CH3:34])=[O:32]. Given the product [Br:27][C:28]1[CH:29]=[C:30]([CH:35]=[C:36]([Br:40])[C:37]=1/[CH:38]=[CH:17]\[C:18]([O:20][C:21]([CH3:24])([CH3:23])[CH3:22])=[O:19])[C:31]([O:33][CH3:34])=[O:32], predict the reactants needed to synthesize it. (3) Given the product [Br:9][C:10]1[N:11]=[C:12]([C:26](=[O:27])[CH2:25][F:24])[C:13]([F:23])=[C:14]([Si:16]([CH2:21][CH3:22])([CH2:19][CH3:20])[CH2:17][CH3:18])[CH:15]=1, predict the reactants needed to synthesize it. The reactants are: C([N-]C(C)C)(C)C.[Li+].[Br:9][C:10]1[CH:15]=[C:14]([Si:16]([CH2:21][CH3:22])([CH2:19][CH3:20])[CH2:17][CH3:18])[C:13]([F:23])=[CH:12][N:11]=1.[F:24][CH2:25][C:26](OCC)=[O:27]. (4) Given the product [F:27][C:28]1[CH:33]=[CH:32][C:31]([NH:34][C:35]([NH:37][C:41]([NH:24][CH2:23][CH2:22][CH2:21][C:18]2[CH:19]=[CH:20][C:15]([C:12]3[N:13]=[CH:14][N:10]([C:7]4[CH:6]=[CH:5][C:4]([O:3][C:2]([F:1])([F:25])[F:26])=[CH:9][CH:8]=4)[N:11]=3)=[CH:16][CH:17]=2)=[O:43])=[S:36])=[C:30]([CH:38]([CH3:40])[CH3:39])[CH:29]=1, predict the reactants needed to synthesize it. The reactants are: [F:1][C:2]([F:26])([F:25])[O:3][C:4]1[CH:9]=[CH:8][C:7]([N:10]2[CH:14]=[N:13][C:12]([C:15]3[CH:20]=[CH:19][C:18]([CH2:21][CH2:22][CH2:23][NH2:24])=[CH:17][CH:16]=3)=[N:11]2)=[CH:6][CH:5]=1.[F:27][C:28]1[CH:33]=[CH:32][C:31]([NH:34][C:35]([NH2:37])=[S:36])=[C:30]([CH:38]([CH3:40])[CH3:39])[CH:29]=1.[C:41]([O-])(=[O:43])C.[Na+]. (5) Given the product [C:1]([C:3]1([C:4]#[N:5])[C:6]2([CH2:11][CH2:10][N:9]([C:12]3[CH:17]=[CH:16][C:15]([N:18]4[CH2:22][C@H:21]([CH2:23][NH:24][C:25](=[O:27])[CH3:26])[O:20][C:19]4=[O:28])=[CH:14][C:13]=3[F:29])[CH2:8][CH2:7]2)[CH2:31]1)#[N:2], predict the reactants needed to synthesize it. The reactants are: [C:1]([C:3](=[C:6]1[CH2:11][CH2:10][N:9]([C:12]2[CH:17]=[CH:16][C:15]([N:18]3[CH2:22][C@H:21]([CH2:23][NH:24][C:25](=[O:27])[CH3:26])[O:20][C:19]3=[O:28])=[CH:14][C:13]=2[F:29])[CH2:8][CH2:7]1)[C:4]#[N:5])#[N:2].[I-].[CH3:31][S+](C)(C)=O.CC(C)([O-])C.[K+]. (6) Given the product [N+:44]([C:36]1[CH:37]=[C:38]([C:41](=[O:43])[CH3:42])[CH:39]=[CH:40][C:35]=1[O:34][CH:53]([C:47]1[CH:52]=[CH:51][CH:50]=[CH:49][CH:48]=1)[CH2:54][CH3:55])([O-:46])=[O:45], predict the reactants needed to synthesize it. The reactants are: C1(P(C2C=CC=CC=2)C2C=CC=CC=2)C=CC=CC=1.CC(OC(/N=N/C(OC(C)C)=O)=O)C.[OH:34][C:35]1[CH:40]=[CH:39][C:38]([C:41](=[O:43])[CH3:42])=[CH:37][C:36]=1[N+:44]([O-:46])=[O:45].[C:47]1([CH:53](O)[CH2:54][CH3:55])[CH:52]=[CH:51][CH:50]=[CH:49][CH:48]=1. (7) Given the product [Cl:24][C:25]1[N:30]=[C:29]([NH:1][C:2]2[CH:3]=[C:4]([CH2:8][CH2:9][C:10]3[CH:15]=[CH:14][N:13]=[C:12]([NH:16][C:17](=[O:23])[O:18][C:19]([CH3:20])([CH3:22])[CH3:21])[CH:11]=3)[CH:5]=[CH:6][CH:7]=2)[C:28]([F:32])=[CH:27][N:26]=1, predict the reactants needed to synthesize it. The reactants are: [NH2:1][C:2]1[CH:3]=[C:4]([CH2:8][CH2:9][C:10]2[CH:15]=[CH:14][N:13]=[C:12]([NH:16][C:17](=[O:23])[O:18][C:19]([CH3:22])([CH3:21])[CH3:20])[CH:11]=2)[CH:5]=[CH:6][CH:7]=1.[Cl:24][C:25]1[N:30]=[C:29](Cl)[C:28]([F:32])=[CH:27][N:26]=1.C(=O)([O-])[O-].[K+].[K+]. (8) The reactants are: [Cl:1][C:2]1[C:9]([CH2:10][CH3:11])=[C:8](F)[CH:7]=[CH:6][C:3]=1[C:4]#[N:5].[OH:13][C:14]([C@H:17]1[CH2:21][CH2:20][NH:19][C@H:18]1[CH3:22])([CH3:16])[CH3:15].C(=O)([O-])[O-].[Li+].[Li+]. Given the product [Cl:1][C:2]1[C:9]([CH2:10][CH3:11])=[C:8]([N:19]2[CH2:20][CH2:21][C@H:17]([C:14]([OH:13])([CH3:16])[CH3:15])[C@@H:18]2[CH3:22])[CH:7]=[CH:6][C:3]=1[C:4]#[N:5], predict the reactants needed to synthesize it. (9) Given the product [CH3:1][N:2]([CH:29]1[C:38]2[C:33](=[CH:34][CH:35]=[CH:36][CH:37]=2)[CH2:32][CH2:31][CH2:30]1)[C:3]([C:5]1[N:6]=[C:7]([CH:10]2[CH2:15][CH2:14][N:13]([C:16](=[O:28])[CH:17]([N:18]3[C:22]([CH3:23])=[CH:21][C:20]([C:24]([F:26])([F:25])[F:27])=[N:19]3)[C:48]([O:50][CH2:51][CH3:52])=[O:49])[CH2:12][CH2:11]2)[S:8][CH:9]=1)=[O:4], predict the reactants needed to synthesize it. The reactants are: [CH3:1][N:2]([CH:29]1[C:38]2[C:33](=[CH:34][CH:35]=[CH:36][CH:37]=2)[CH2:32][CH2:31][CH2:30]1)[C:3]([C:5]1[N:6]=[C:7]([CH:10]2[CH2:15][CH2:14][N:13]([C:16](=[O:28])[CH2:17][N:18]3[C:22]([CH3:23])=[CH:21][C:20]([C:24]([F:27])([F:26])[F:25])=[N:19]3)[CH2:12][CH2:11]2)[S:8][CH:9]=1)=[O:4].C([N-]C(C)C)(C)C.[Li+].Cl[C:48]([O:50][CH2:51][CH3:52])=[O:49].